This data is from Peptide-MHC class II binding affinity with 134,281 pairs from IEDB. The task is: Regression. Given a peptide amino acid sequence and an MHC pseudo amino acid sequence, predict their binding affinity value. This is MHC class II binding data. The peptide sequence is TLEVHAVKPAAEEVK. The MHC is DRB5_0101 with pseudo-sequence DRB5_0101. The binding affinity (normalized) is 0.475.